Dataset: Catalyst prediction with 721,799 reactions and 888 catalyst types from USPTO. Task: Predict which catalyst facilitates the given reaction. (1) Reactant: C([O:8][C:9]1[CH:14]=[CH:13][C:12]([C:15]2[C:24]3[C:23](=[O:25])[NH:22][C:21]4[CH:26]=[C:27]([N:30]5[CH2:35][CH2:34][NH:33][CH2:32][CH2:31]5)[CH:28]=[CH:29][C:20]=4[C:19]=3[C:18]3[C:36]([CH3:48])=[N:37][N:38](CC4C=CC(OC)=CC=4)[C:17]=3[N:16]=2)=[CH:11][C:10]=1[C:49]([F:52])([F:51])[F:50])C1C=CC=CC=1.C(OC(C)C)(C)C.[ClH:60].O1CCOCC1. Product: [ClH:60].[OH:8][C:9]1[CH:14]=[CH:13][C:12]([C:15]2[C:24]3[C:23](=[O:25])[NH:22][C:21]4[CH:26]=[C:27]([N:30]5[CH2:31][CH2:32][NH:33][CH2:34][CH2:35]5)[CH:28]=[CH:29][C:20]=4[C:19]=3[C:18]3[C:36]([CH3:48])=[N:37][NH:38][C:17]=3[N:16]=2)=[CH:11][C:10]=1[C:49]([F:52])([F:51])[F:50]. The catalyst class is: 55. (2) Reactant: [Br:1][C:2]1[CH:15]=[C:14]2[C:5]([O:6][CH:7]3[CH:12]([C:13]2([CH2:23][C:24]([O:26][CH3:27])=[O:25])[NH:16]S(C(C)(C)C)=O)[CH2:11][CH2:10][C:9]2([O:31][CH2:30][CH2:29][O:28]2)[CH2:8]3)=[CH:4][CH:3]=1.Cl.CCOCC. Product: [NH2:16][C:13]1([CH2:23][C:24]([O:26][CH3:27])=[O:25])[CH:12]2[CH:7]([CH2:8][C:9]3([O:31][CH2:30][CH2:29][O:28]3)[CH2:10][CH2:11]2)[O:6][C:5]2[C:14]1=[CH:15][C:2]([Br:1])=[CH:3][CH:4]=2. The catalyst class is: 2. (3) Reactant: [CH2:1]([O:3][C:4]1[CH:5]=[C:6]([CH:10]=[CH:11][C:12]=1[O:13][CH3:14])[C:7]([NH2:9])=O)[CH3:2].P(Cl)(Cl)(Cl)=O. Product: [CH2:1]([O:3][C:4]1[CH:5]=[C:6]([CH:10]=[CH:11][C:12]=1[O:13][CH3:14])[C:7]#[N:9])[CH3:2]. The catalyst class is: 17.